This data is from Forward reaction prediction with 1.9M reactions from USPTO patents (1976-2016). The task is: Predict the product of the given reaction. (1) Given the reactants [NH2:1][C:2]1[CH:7]=[CH:6][CH:5]=[CH:4][C:3]=1[NH:8][C:9](=[O:28])[C:10]1[CH:15]=[CH:14][C:13]([CH2:16][N:17]2[CH2:25][C:24]3[C:19](=[CH:20][CH:21]=[C:22](Br)[CH:23]=3)[C:18]2=[O:27])=[CH:12][CH:11]=1.[N:29]1[CH:34]=[CH:33][CH:32]=[C:31](B(O)O)[CH:30]=1, predict the reaction product. The product is: [NH2:1][C:2]1[CH:7]=[CH:6][CH:5]=[CH:4][C:3]=1[NH:8][C:9](=[O:28])[C:10]1[CH:15]=[CH:14][C:13]([CH2:16][N:17]2[CH2:25][C:24]3[C:19](=[CH:20][CH:21]=[C:22]([C:31]4[CH:30]=[N:29][CH:34]=[CH:33][CH:32]=4)[CH:23]=3)[C:18]2=[O:27])=[CH:12][CH:11]=1. (2) Given the reactants [I-].[NH2:2][N+:3]1[CH:8]=[CH:7][CH:6]=[CH:5][CH:4]=1.[C:9]([O:14]CC)(=[O:13])[C:10]#[C:11][CH3:12].C([O-])([O-])=O.[K+].[K+].O, predict the reaction product. The product is: [CH3:12][C:11]1[C:10]([C:9]([OH:14])=[O:13])=[C:4]2[CH:5]=[CH:6][CH:7]=[CH:8][N:3]2[N:2]=1. (3) Given the reactants [F:1][C:2]1[CH:29]=[CH:28][C:5]([CH2:6][NH:7][C:8]([C:10]2([CH2:23][CH2:24][CH2:25][CH2:26]Br)[C:22]3[CH:21]=[CH:20][CH:19]=[CH:18][C:17]=3[C:16]3[C:11]2=[CH:12][CH:13]=[CH:14][CH:15]=3)=[O:9])=[CH:4][CH:3]=1.[N:30]1([C:36]2[N:45]=[CH:44][C:43]3[C:38](=[CH:39][CH:40]=[CH:41][CH:42]=3)[N:37]=2)[CH2:35][CH2:34][NH:33][CH2:32][CH2:31]1, predict the reaction product. The product is: [F:1][C:2]1[CH:29]=[CH:28][C:5]([CH2:6][NH:7][C:8]([C:10]2([CH2:23][CH2:24][CH2:25][CH2:26][N:33]3[CH2:34][CH2:35][N:30]([C:36]4[N:45]=[CH:44][C:43]5[C:38](=[CH:39][CH:40]=[CH:41][CH:42]=5)[N:37]=4)[CH2:31][CH2:32]3)[C:22]3[CH:21]=[CH:20][CH:19]=[CH:18][C:17]=3[C:16]3[C:11]2=[CH:12][CH:13]=[CH:14][CH:15]=3)=[O:9])=[CH:4][CH:3]=1.